Dataset: Reaction yield outcomes from USPTO patents with 853,638 reactions. Task: Predict the reaction yield, written as a fraction of the theoretical maximum amount of product (1.0 means a 100% yield; for example, 0.34 means a 34% yield). (1) No catalyst specified. The reactants are O=C1C2C(=CC=CC=2)C(=O)[N:3]1[CH2:12][CH2:13][CH2:14][CH2:15][C:16]1[CH:21]=[CH:20][C:19]([O:22][C:23](=[S:27])[N:24]([CH3:26])[CH3:25])=[CH:18][CH:17]=1.CN. The product is [NH2:3][CH2:12][CH2:13][CH2:14][CH2:15][C:16]1[CH:21]=[CH:20][C:19]([O:22][C:23](=[S:27])[N:24]([CH3:25])[CH3:26])=[CH:18][CH:17]=1. The yield is 0.460. (2) The reactants are Cl[C:2]1[N:7]2[N:8]=[C:9](C)[CH:10]=[C:6]2[N:5]=[C:4]([NH:12][C:13](=[O:24])[C:14]2[CH:19]=[CH:18][C:17]([C:20]([OH:23])([CH3:22])[CH3:21])=[CH:16][CH:15]=2)[CH:3]=1.[NH:25]1[CH2:30][CH2:29][CH:28]([C:31]([OH:34])([CH3:33])[CH3:32])[CH2:27][CH2:26]1. The catalyst is O1CCOCC1.CS(C)=O.CO. The product is [OH:23][C:20]([C:17]1[CH:18]=[CH:19][C:14]([C:13]([NH:12][C:4]2[CH:3]=[C:2]([N:25]3[CH2:30][CH2:29][CH:28]([C:31]([OH:34])([CH3:33])[CH3:32])[CH2:27][CH2:26]3)[N:7]3[N:8]=[CH:9][CH:10]=[C:6]3[N:5]=2)=[O:24])=[CH:15][CH:16]=1)([CH3:22])[CH3:21]. The yield is 0.410. (3) The reactants are [NH2:1][C:2]1[CH:10]=[CH:9][CH:8]=[C:7]2[C:3]=1[C:4](=[O:20])[N:5]([CH:12]1[CH2:17][CH2:16][C:15](=[O:18])[NH:14][C:13]1=[O:19])[C:6]2=[O:11].[F:21][C:22]1[CH:30]=[CH:29][CH:28]=[CH:27][C:23]=1[C:24](Cl)=[O:25].CO. The catalyst is C1COCC1. The product is [O:19]=[C:13]1[CH:12]([N:5]2[C:4](=[O:20])[C:3]3[C:7](=[CH:8][CH:9]=[CH:10][C:2]=3[NH:1][C:24](=[O:25])[C:23]3[CH:27]=[CH:28][CH:29]=[CH:30][C:22]=3[F:21])[C:6]2=[O:11])[CH2:17][CH2:16][C:15](=[O:18])[NH:14]1. The yield is 0.930. (4) The reactants are N[C:2]1[CH:7]=[CH:6][C:5]([OH:8])=[C:4]([Cl:9])[CH:3]=1.[F:10][C:11]1[C:18]([F:19])=[C:17]([C:20](F)(F)F)[C:16]([F:24])=[C:15]([F:25])[C:12]=1[CH2:13]Br.C[N:27](C=O)C. No catalyst specified. The product is [Cl:9][C:4]1[CH:3]=[CH:2][C:7]([NH:27][CH2:13][C:12]2[C:11]([F:10])=[C:18]([F:19])[C:17]([CH3:20])=[C:16]([F:24])[C:15]=2[F:25])=[CH:6][C:5]=1[OH:8]. The yield is 0.760. (5) The reactants are [F:1][CH2:2][C:3]1[N:8]=[C:7]([C:9]#[C:10][CH2:11][CH2:12][NH2:13])[CH:6]=[CH:5][CH:4]=1.[Cl:14][C:15]1[CH:20]=[CH:19][CH:18]=[CH:17][C:16]=1[S:21](Cl)(=[O:23])=[O:22]. No catalyst specified. The product is [Cl:14][C:15]1[CH:20]=[CH:19][CH:18]=[CH:17][C:16]=1[S:21]([NH:13][CH2:12][CH2:11][C:10]#[C:9][C:7]1[CH:6]=[CH:5][CH:4]=[C:3]([CH2:2][F:1])[N:8]=1)(=[O:23])=[O:22]. The yield is 0.190. (6) The reactants are Br[C:2]1[CH:7]=[CH:6][C:5]([CH:8]([OH:13])[C:9]([F:12])([F:11])[F:10])=[CH:4][CH:3]=1.[C:14]1([CH3:23])[CH:19]=[CH:18][CH:17]=[C:16](B(O)O)[CH:15]=1.C([O-])([O-])=O.[Na+].[Na+].C(C#N)(C)=O. The catalyst is Cl[Pd](Cl)([P](C1C=CC=CC=1)(C1C=CC=CC=1)C1C=CC=CC=1)[P](C1C=CC=CC=1)(C1C=CC=CC=1)C1C=CC=CC=1.C(Cl)Cl.O. The product is [F:10][C:9]([F:12])([F:11])[CH:8]([C:5]1[CH:6]=[CH:7][CH:2]=[CH:3][C:4]=1[C:16]1[CH:17]=[CH:18][CH:19]=[C:14]([CH3:23])[CH:15]=1)[OH:13]. The yield is 0.790. (7) The reactants are [CH:1]1([S:4]([C:7]2[CH:12]=[CH:11][C:10]([CH:13]([C:21]3[NH:25][C:24]([C:26]4[CH:31]=[CH:30][CH:29]=[CH:28][N:27]=4)=[CH:23][CH:22]=3)[CH2:14][CH:15]3[CH2:20][CH2:19][O:18][CH2:17][CH2:16]3)=[CH:9][CH:8]=2)(=[O:6])=[O:5])[CH2:3][CH2:2]1.[Cl:32]N1C(=O)CCC1=O. The catalyst is O1CCCC1.C(OCC)(=O)C. The product is [Cl:32][C:23]1[CH:22]=[C:21]([CH:13]([C:10]2[CH:9]=[CH:8][C:7]([S:4]([CH:1]3[CH2:2][CH2:3]3)(=[O:6])=[O:5])=[CH:12][CH:11]=2)[CH2:14][CH:15]2[CH2:20][CH2:19][O:18][CH2:17][CH2:16]2)[NH:25][C:24]=1[C:26]1[CH:31]=[CH:30][CH:29]=[CH:28][N:27]=1. The yield is 0.280. (8) The yield is 0.680. The catalyst is CC(N(C)C)=O.C1C=CC([P]([Pd]([P](C2C=CC=CC=2)(C2C=CC=CC=2)C2C=CC=CC=2)([P](C2C=CC=CC=2)(C2C=CC=CC=2)C2C=CC=CC=2)[P](C2C=CC=CC=2)(C2C=CC=CC=2)C2C=CC=CC=2)(C2C=CC=CC=2)C2C=CC=CC=2)=CC=1. The product is [CH3:1][O:2][C:3]([C:5]1[CH:6]=[C:7]([C:12]2[CH:17]=[CH:16][C:15]([CH3:18])=[CH:14][C:13]=2[F:19])[CH:8]=[C:9]([C:25]2[S:24][CH:23]=[N:22][CH:21]=2)[CH:10]=1)=[O:4]. The reactants are [CH3:1][O:2][C:3]([C:5]1[CH:6]=[C:7]([C:12]2[CH:17]=[CH:16][C:15]([CH3:18])=[CH:14][C:13]=2[F:19])[CH:8]=[C:9](I)[CH:10]=1)=[O:4].C[C:21]1[N:22]=[CH:23][S:24][CH:25]=1.CC(O[K])=O. (9) The reactants are C[O:2][C:3](=[O:14])[CH2:4][CH2:5][CH2:6][C:7]1[CH:12]=[CH:11][C:10]([NH2:13])=[CH:9][CH:8]=1.CCN(CC)CC.[C:22]1([S:28](Cl)(=[O:30])=[O:29])[CH:27]=[CH:26][CH:25]=[CH:24][CH:23]=1.[NH4+].[Cl-].[Li+].[OH-].Cl. The catalyst is C(Cl)Cl. The product is [C:22]1([S:28]([NH:13][C:10]2[CH:11]=[CH:12][C:7]([CH2:6][CH2:5][CH2:4][C:3]([OH:2])=[O:14])=[CH:8][CH:9]=2)(=[O:30])=[O:29])[CH:27]=[CH:26][CH:25]=[CH:24][CH:23]=1. The yield is 0.960. (10) The reactants are [CH:1]([O:4][C:5]1[C:10]([O:11][CH3:12])=[CH:9][C:8](I)=[CH:7][C:6]=1[OH:14])([CH3:3])[CH3:2].[Si:15]([C:22]#[C:23][CH2:24][O:25][Si:26]([C:29]([CH3:32])([CH3:31])[CH3:30])([CH3:28])[CH3:27])([C:18]([CH3:21])([CH3:20])[CH3:19])([CH3:17])[CH3:16].[Cl-].[Li+].C(=O)([O-])[O-].[Na+].[Na+]. The catalyst is CN(C)C=O.C([O-])(=O)C.[Pd+2].C([O-])(=O)C. The product is [Si:15]([CH:22]1[C:23](=[CH:24][O:25][Si:26]([C:29]([CH3:32])([CH3:31])[CH3:30])([CH3:27])[CH3:28])[C:7]2[CH:8]=[CH:9][C:10]([O:11][CH3:12])=[C:5]([O:4][CH:1]([CH3:2])[CH3:3])[C:6]=2[O:14]1)([C:18]([CH3:21])([CH3:20])[CH3:19])([CH3:17])[CH3:16]. The yield is 0.960.